Dataset: Catalyst prediction with 721,799 reactions and 888 catalyst types from USPTO. Task: Predict which catalyst facilitates the given reaction. Reactant: Cl.[CH2:2]([O:4][C:5](=[O:10])[C@H:6]([CH2:8][SH:9])[NH2:7])[CH3:3].[C:22]([O:21][C:19](O[C:19]([O:21][C:22]([CH3:25])([CH3:24])[CH3:23])=[O:20])=[O:20])([CH3:25])([CH3:24])[CH3:23].C(N(CC)CC)C.[CH2:33]([O:35][C:36](=[O:39])[CH2:37]Br)[CH3:34]. Product: [C:22]([O:21][C:19]([NH:7][C@H:6]([C:5]([O:4][CH2:2][CH3:3])=[O:10])[CH2:8][S:9][CH2:37][C:36]([O:35][CH2:33][CH3:34])=[O:39])=[O:20])([CH3:23])([CH3:24])[CH3:25]. The catalyst class is: 2.